From a dataset of Full USPTO retrosynthesis dataset with 1.9M reactions from patents (1976-2016). Predict the reactants needed to synthesize the given product. (1) Given the product [CH3:1][O:2][C:3]1[CH:4]=[C:5]([C:31]([N:33]2[CH2:34][CH:35]([O:37][CH3:38])[CH2:36]2)=[O:32])[CH:6]=[CH:7][C:8]=1[NH:9][C:10]1[N:11]=[CH:12][C:13]2[C:18]([CH:19]=1)=[C:17]([C:20]1[CH:21]=[N:22][N:23]([CH:25]3[CH2:26][CH2:27][N:28]([CH3:39])[CH2:29][CH2:30]3)[CH:24]=1)[CH:16]=[CH:15][CH:14]=2, predict the reactants needed to synthesize it. The reactants are: [CH3:1][O:2][C:3]1[CH:4]=[C:5]([C:31]([N:33]2[CH2:36][CH:35]([O:37][CH3:38])[CH2:34]2)=[O:32])[CH:6]=[CH:7][C:8]=1[NH:9][C:10]1[N:11]=[CH:12][C:13]2[C:18]([CH:19]=1)=[C:17]([C:20]1[CH:21]=[N:22][N:23]([CH:25]3[CH2:30][CH2:29][NH:28][CH2:27][CH2:26]3)[CH:24]=1)[CH:16]=[CH:15][CH:14]=2.[C:39](O)(=O)C.C=O.C(O[BH-](OC(=O)C)OC(=O)C)(=O)C.[Na+]. (2) Given the product [NH:19]1[C:18]2[CH:20]=[CH:21][CH:22]=[CH:23][C:17]=2[N:16]=[C:15]1[CH:14]([CH:11]1[CH2:10][CH2:9][CH:8]([CH2:1][C:2]2[CH:3]=[CH:4][CH:5]=[CH:6][CH:7]=2)[CH2:13][CH2:12]1)[OH:24], predict the reactants needed to synthesize it. The reactants are: [CH2:1]([CH:8]1[CH2:13][CH2:12][C:11](=[CH:14][C:15]2[NH:19][C:18]3[CH:20]=[CH:21][CH:22]=[CH:23][C:17]=3[N:16]=2)[CH2:10][CH2:9]1)[C:2]1[CH:7]=[CH:6][CH:5]=[CH:4][CH:3]=1.[OH2:24].[OH-].[Na+].OO. (3) Given the product [CH3:14][N:15]1[CH2:20][CH2:19][N:18]([C:2]2[NH:6][C:5]3[CH:7]=[CH:8][CH:9]=[C:10]([N+:11]([O-:13])=[O:12])[C:4]=3[N:3]=2)[CH2:17][CH2:16]1, predict the reactants needed to synthesize it. The reactants are: Cl[C:2]1[NH:6][C:5]2[CH:7]=[CH:8][CH:9]=[C:10]([N+:11]([O-:13])=[O:12])[C:4]=2[N:3]=1.[CH3:14][N:15]1[CH2:20][CH2:19][NH:18][CH2:17][CH2:16]1. (4) Given the product [Cl:14][C:15]1[N:16]=[C:17]([O:22][CH3:23])[N:18]=[C:19]([C:8]2[CH:9]=[CH:10][C:5]([O:4][CH2:3][O:2][CH3:1])=[CH:6][CH:7]=2)[N:20]=1, predict the reactants needed to synthesize it. The reactants are: [CH3:1][O:2][CH2:3][O:4][C:5]1[CH:10]=[CH:9][C:8](B(O)O)=[CH:7][CH:6]=1.[Cl:14][C:15]1[N:20]=[C:19](Cl)[N:18]=[C:17]([O:22][CH3:23])[N:16]=1.C(=O)([O-])[O-].[Na+].[Na+].O. (5) Given the product [Cl:45][C:41]1[CH:40]=[C:39]([C:37](=[O:38])[CH2:36][NH:35][C:20]([CH:16]2[O:17][CH2:18][CH2:19][N:14]([CH2:13][C:7]3[CH:8]=[CH:9][CH:10]=[CH:11][CH:12]=3)[CH2:15]2)=[O:22])[CH:44]=[CH:43][CH:42]=1, predict the reactants needed to synthesize it. The reactants are: C(Cl)(=O)C(Cl)=O.[C:7]1([CH2:13][N:14]2[CH2:19][CH2:18][O:17][CH:16]([C:20]([OH:22])=O)[CH2:15]2)[CH:12]=[CH:11][CH:10]=[CH:9][CH:8]=1.CN(C=O)C.C(N(CC)CC)C.[NH2:35][CH2:36][C:37]([C:39]1[CH:44]=[CH:43][CH:42]=[C:41]([Cl:45])[CH:40]=1)=[O:38].